Dataset: Peptide-MHC class I binding affinity with 185,985 pairs from IEDB/IMGT. Task: Regression. Given a peptide amino acid sequence and an MHC pseudo amino acid sequence, predict their binding affinity value. This is MHC class I binding data. (1) The binding affinity (normalized) is 0.250. The peptide sequence is VIYQYMDDL. The MHC is HLA-A02:06 with pseudo-sequence HLA-A02:06. (2) The peptide sequence is NTRDTQQHPI. The MHC is HLA-A02:01 with pseudo-sequence HLA-A02:01. The binding affinity (normalized) is 0. (3) The peptide sequence is FHIVNQESL. The MHC is HLA-A69:01 with pseudo-sequence HLA-A69:01. The binding affinity (normalized) is 0.0847.